From a dataset of NCI-60 drug combinations with 297,098 pairs across 59 cell lines. Regression. Given two drug SMILES strings and cell line genomic features, predict the synergy score measuring deviation from expected non-interaction effect. (1) Drug 1: CC(C1=C(C=CC(=C1Cl)F)Cl)OC2=C(N=CC(=C2)C3=CN(N=C3)C4CCNCC4)N. Drug 2: C(CC(=O)O)C(=O)CN.Cl. Cell line: HOP-62. Synergy scores: CSS=-1.88, Synergy_ZIP=-4.04, Synergy_Bliss=-10.7, Synergy_Loewe=-11.1, Synergy_HSA=-12.2. (2) Drug 1: COC1=CC(=CC(=C1O)OC)C2C3C(COC3=O)C(C4=CC5=C(C=C24)OCO5)OC6C(C(C7C(O6)COC(O7)C8=CC=CS8)O)O. Drug 2: CN(C(=O)NC(C=O)C(C(C(CO)O)O)O)N=O. Cell line: RPMI-8226. Synergy scores: CSS=61.0, Synergy_ZIP=0.971, Synergy_Bliss=-2.36, Synergy_Loewe=-21.6, Synergy_HSA=-0.363.